From a dataset of Reaction yield outcomes from USPTO patents with 853,638 reactions. Predict the reaction yield, written as a fraction of the theoretical maximum amount of product (1.0 means a 100% yield; for example, 0.34 means a 34% yield). (1) The yield is 0.460. The reactants are [CH2:1]([N:8]1[CH:12]=[C:11]([CH2:13][OH:14])[CH:10]=[N:9]1)[C:2]1[CH:7]=[CH:6][CH:5]=[CH:4][CH:3]=1.CC(OI1(OC(C)=O)(OC(C)=O)OC(=O)C2C=CC=CC1=2)=O. The catalyst is C(Cl)Cl. The product is [CH2:1]([N:8]1[CH:12]=[C:11]([CH:13]=[O:14])[CH:10]=[N:9]1)[C:2]1[CH:3]=[CH:4][CH:5]=[CH:6][CH:7]=1. (2) The reactants are [CH3:1][NH:2][CH2:3][CH2:4][NH:5][C:6](=[O:12])[O:7][C:8]([CH3:11])([CH3:10])[CH3:9].[OH:13][C:14]1[CH:22]=[CH:21][CH:20]=[CH:19][C:15]=1[C:16](Cl)=[O:17].N1C=CN=C1.C1CCC(N=C=NC2CCCCC2)CC1. The catalyst is C(OCC)(=O)C. The product is [OH:13][C:14]1[CH:22]=[CH:21][CH:20]=[CH:19][C:15]=1[C:16]([N:2]([CH2:3][CH2:4][NH:5][C:6](=[O:12])[O:7][C:8]([CH3:10])([CH3:9])[CH3:11])[CH3:1])=[O:17]. The yield is 0.340. (3) The reactants are CC(C)(S([NH:6][C:7]1([CH3:19])[CH2:10][CH:9]([NH:11][C:12](=[O:18])[O:13][C:14]([CH3:17])([CH3:16])[CH3:15])[CH2:8]1)=O)C.[ClH:21]. The catalyst is CO.O1CCOCC1. The product is [ClH:21].[NH2:6][C:7]1([CH3:19])[CH2:10][CH:9]([NH:11][C:12](=[O:18])[O:13][C:14]([CH3:16])([CH3:15])[CH3:17])[CH2:8]1. The yield is 0.630. (4) The reactants are [Cl:1][C:2]1[N:10]=[CH:9][C:8]([F:11])=[CH:7][C:3]=1[C:4]([NH2:6])=O.CCN(CC)CC.C(OC(C(F)(F)F)=O)(C(F)(F)F)=O. The catalyst is C(Cl)Cl. The product is [Cl:1][C:2]1[N:10]=[CH:9][C:8]([F:11])=[CH:7][C:3]=1[C:4]#[N:6]. The yield is 0.860. (5) The reactants are [CH2:1]([N:8]1[CH2:12][CH2:11][N:10]([C:13]2[S:14][C:15]([C:19]([OH:21])=O)=[C:16]([CH3:18])[N:17]=2)[C:9]1=[O:22])[C:2]1[CH:7]=[CH:6][CH:5]=CC=1.C1(CCN2CCN(C3SC(C(O)=O)=C(C)N=3)C2=O)CC1.[NH2:43][CH2:44][C:45]1[CH:46]=[N:47][CH:48]=[CH:49][CH:50]=1. No catalyst specified. The product is [CH:7]1([CH2:2][CH2:1][N:8]2[CH2:12][CH2:11][N:10]([C:13]3[S:14][C:15]([C:19]([NH:43][CH2:44][C:45]4[CH:46]=[N:47][CH:48]=[CH:49][CH:50]=4)=[O:21])=[C:16]([CH3:18])[N:17]=3)[C:9]2=[O:22])[CH2:6][CH2:5]1. The yield is 0.400.